From a dataset of Catalyst prediction with 721,799 reactions and 888 catalyst types from USPTO. Predict which catalyst facilitates the given reaction. (1) Reactant: [CH2:1]([O:3][CH:4]1[CH2:13][CH2:12][C:11]2[C:6](=[CH:7][C:8]([OH:14])=[CH:9][CH:10]=2)[O:5]1)[CH3:2].S(OC)(O[CH3:19])(=O)=O.[OH-].[Na+].O. Product: [CH2:1]([O:3][CH:4]1[CH2:13][CH2:12][C:11]2[C:6](=[CH:7][C:8]([O:14][CH3:19])=[CH:9][CH:10]=2)[O:5]1)[CH3:2]. The catalyst class is: 5. (2) Reactant: [F:1][C:2]1[CH:3]=[CH:4][C:5]([NH:8][NH:9][C:10](=O)[CH2:11][N:12]2[CH2:17][CH2:16][N:15]([CH3:18])[CH2:14][CH2:13]2)=[N:6][CH:7]=1.C1(P(C2C=CC=CC=2)C2C=CC=CC=2)C=CC=CC=1.C(N(CC)CC)C.ClC(Cl)(Cl)C(Cl)(Cl)Cl. Product: [F:1][C:2]1[CH:3]=[CH:4][C:5]2[N:6]([C:10]([CH2:11][N:12]3[CH2:17][CH2:16][N:15]([CH3:18])[CH2:14][CH2:13]3)=[N:9][N:8]=2)[CH:7]=1. The catalyst class is: 1. (3) The catalyst class is: 4. Reactant: [CH2:1]([O:8][C:9]([N:11]1[CH2:16][CH2:15][NH:14][CH2:13][C@H:12]1[CH3:17])=[O:10])[C:2]1[CH:7]=[CH:6][CH:5]=[CH:4][CH:3]=1.C(N(CC)CC)C.Cl[C:26]([O:28][CH2:29][CH3:30])=[O:27]. Product: [CH2:29]([O:28][C:26]([N:14]1[CH2:15][CH2:16][N:11]([C:9]([O:8][CH2:1][C:2]2[CH:3]=[CH:4][CH:5]=[CH:6][CH:7]=2)=[O:10])[C@H:12]([CH3:17])[CH2:13]1)=[O:27])[CH3:30]. (4) Reactant: [CH3:1][C:2]1[CH:11]=[C:10]([S:12][CH3:13])[C:9]2[CH2:8][CH2:7][CH2:6][C:5](=[O:14])[C:4]=2[N:3]=1.C(=O)(O)[O-:16].[Na+].ClC1C=CC=C(C(OO)=O)C=1.[OH2:31]. Product: [CH3:13][S:12]([C:10]1[C:9]2[CH2:8][CH2:7][CH2:6][C:5](=[O:14])[C:4]=2[N:3]=[C:2]([CH3:1])[CH:11]=1)(=[O:16])=[O:31]. The catalyst class is: 4. (5) Reactant: [Br:1][C:2]1[C:7]([N+:8]([O-])=O)=[CH:6][C:5]([Br:11])=[CH:4][N:3]=1.O.O.[Sn](Cl)Cl. Product: [Br:1][C:2]1[C:7]([NH2:8])=[CH:6][C:5]([Br:11])=[CH:4][N:3]=1. The catalyst class is: 25. (6) Reactant: Br[C:2]1[CH:3]=[C:4]([C:9]([F:12])([F:11])[F:10])[C:5]([OH:8])=[N:6][CH:7]=1.C([Li])CCC.CCCCCC.[C:24](=[O:26])=[O:25]. Product: [O:8]=[C:5]1[NH:6][CH:7]=[C:2]([C:24]([OH:26])=[O:25])[CH:3]=[C:4]1[C:9]([F:12])([F:11])[F:10]. The catalyst class is: 20.